This data is from Peptide-MHC class I binding affinity with 185,985 pairs from IEDB/IMGT. The task is: Regression. Given a peptide amino acid sequence and an MHC pseudo amino acid sequence, predict their binding affinity value. This is MHC class I binding data. The peptide sequence is SRIYQILQPIL. The MHC is Mamu-B08 with pseudo-sequence Mamu-B08. The binding affinity (normalized) is 0.702.